From a dataset of Kir2.1 potassium channel HTS with 301,493 compounds. Binary Classification. Given a drug SMILES string, predict its activity (active/inactive) in a high-throughput screening assay against a specified biological target. (1) The molecule is S(Cc1c(cccc1)C)c1nc(cc(c1C#N)C)C. The result is 0 (inactive). (2) The compound is s1c(nnc1NC(=O)CSCC(=O)Nc1ccc(OC)cc1)CC(C)C. The result is 0 (inactive). (3) The molecule is Clc1c(OCc2onc(C(=O)N3CCN(CC3)c3nccnc3)c2)ccc(F)c1. The result is 0 (inactive). (4) The molecule is s1nc(c(N)c1C(=O)N(C(c1c2c([nH]c1)cccc2)C(=O)NCC1OCCC1)c1ccc(F)cc1)C(=O)N. The result is 0 (inactive). (5) The drug is O=c1n(CC(=O)NCc2occc2)cnc2n(nnc12)c1ccc(cc1)C. The result is 0 (inactive). (6) The molecule is O(\N=C1\c2c(c3c1cccc3)cccc2)CC(O)CNCCOC. The result is 1 (active). (7) The drug is S(=O)(=O)(c1c(cc(nc1SCCC)C)C)C. The result is 0 (inactive).